From a dataset of Forward reaction prediction with 1.9M reactions from USPTO patents (1976-2016). Predict the product of the given reaction. Given the reactants Cl.[NH2:2][OH:3].O.C([O-])(O)=O.[Na+].[Br:10][C:11]1[C:12]([CH2:17][C:18]#[N:19])=[N:13][CH:14]=[CH:15][CH:16]=1, predict the reaction product. The product is: [Br:10][C:11]1[C:12]([CH2:17][C:18]([NH:2][OH:3])=[NH:19])=[N:13][CH:14]=[CH:15][CH:16]=1.